This data is from Reaction yield outcomes from USPTO patents with 853,638 reactions. The task is: Predict the reaction yield, written as a fraction of the theoretical maximum amount of product (1.0 means a 100% yield; for example, 0.34 means a 34% yield). (1) The reactants are [CH3:1][C:2]1[C:6]([CH3:7])=[C:5]([NH:8][C:9](=[O:16])OCC(Cl)(Cl)Cl)[O:4][N:3]=1.[F:17][C:18]1[CH:23]=[CH:22][CH:21]=[CH:20][C:19]=1[C:24]1[N:25]=[C:26]([N:29]2[CH2:34][CH2:33][NH:32][CH2:31][CH2:30]2)[S:27][CH:28]=1.C(N(C(C)C)CC)(C)C.O. The catalyst is CS(C)=O. The product is [CH3:1][C:2]1[C:6]([CH3:7])=[C:5]([NH:8][C:9]([N:32]2[CH2:33][CH2:34][N:29]([C:26]3[S:27][CH:28]=[C:24]([C:19]4[CH:20]=[CH:21][CH:22]=[CH:23][C:18]=4[F:17])[N:25]=3)[CH2:30][CH2:31]2)=[O:16])[O:4][N:3]=1. The yield is 0.378. (2) The reactants are [CH3:1][O:2][C:3]1[CH:4]=[C:5](B(O)O)[CH:6]=[CH:7][CH:8]=1.[CH3:12][CH2:13]/[CH:14]=[C:15](/[CH:17]=[O:18])\[CH3:16].CO.[OH-].[K+]. The catalyst is C1(C2[C@@H]3CC[C@H](C=2)C(C2C=CC=CC=2)=C3)C=CC=CC=1.O.C1COCC1. The product is [CH3:16][C@@H:15]([C@@H:14]([C:5]1[CH:6]=[CH:7][CH:8]=[C:3]([O:2][CH3:1])[CH:4]=1)[CH2:13][CH3:12])[CH:17]=[O:18]. The yield is 0.570. (3) The reactants are B(Br)(Br)Br.[Cl:5][C:6]1[CH:11]=[CH:10][C:9]([CH2:12][C:13]#[N:14])=[CH:8][C:7]=1[O:15]C.O. The catalyst is ClCCl. The product is [Cl:5][C:6]1[CH:11]=[CH:10][C:9]([CH2:12][C:13]#[N:14])=[CH:8][C:7]=1[OH:15]. The yield is 0.850. (4) The reactants are [CH2:1]([CH2:3][NH2:4])[OH:2].CC(C)([O-])C.[K+].F[C:12]1[CH:17]=[CH:16][C:15]([C:18]2[CH2:19][CH2:20][C:21](=[O:24])[NH:22][N:23]=2)=[CH:14][CH:13]=1.O. The catalyst is CS(C)=O. The product is [NH2:4][CH2:3][CH2:1][O:2][C:12]1[CH:13]=[CH:14][C:15]([C:18]2[CH2:19][CH2:20][C:21](=[O:24])[NH:22][N:23]=2)=[CH:16][CH:17]=1. The yield is 0.340. (5) The reactants are Cl[C:2]1[C:7]2[CH2:8][N:9]([CH2:12][C:13]3[CH:18]=[CH:17][C:16]([O:19][CH2:20][CH:21]([F:23])[F:22])=[C:15]([Cl:24])[CH:14]=3)[C:10](=[O:11])[C:6]=2[CH:5]=[CH:4][N:3]=1.[CH:25]([O:27][C:28]1[CH:33]=[CH:32][CH:31]=[CH:30][CH:29]=1)=[O:26]. No catalyst specified. The product is [Cl:24][C:15]1[CH:14]=[C:13]([CH:18]=[CH:17][C:16]=1[O:19][CH2:20][CH:21]([F:23])[F:22])[CH2:12][N:9]1[C:10](=[O:11])[C:6]2[CH:5]=[CH:4][N:3]=[C:2]([C:25]([O:27][C:28]3[CH:33]=[CH:32][CH:31]=[CH:30][CH:29]=3)=[O:26])[C:7]=2[CH2:8]1. The yield is 0.780. (6) The reactants are [F:1][C:2]1[C:3]([C:9]#[N:10])=[N:4][CH:5]=[C:6]([F:8])[CH:7]=1.[ClH:11]. The catalyst is [Pd].C(O)C.O1CCCC1. The product is [ClH:11].[F:1][C:2]1[C:3]([CH2:9][NH2:10])=[N:4][CH:5]=[C:6]([F:8])[CH:7]=1. The yield is 1.00.